From a dataset of Full USPTO retrosynthesis dataset with 1.9M reactions from patents (1976-2016). Predict the reactants needed to synthesize the given product. (1) Given the product [CH2:18]([O:12][C:11](=[O:13])[C:10]1[CH:14]=[CH:15][C:16]([CH3:17])=[C:8]([O:7][CH2:11][C:10]2[CH:14]=[CH:15][CH:16]=[CH:8][CH:9]=2)[CH:9]=1)[C:19]1[CH:24]=[CH:23][CH:22]=[CH:21][CH:20]=1, predict the reactants needed to synthesize it. The reactants are: C([O-])([O-])=O.[K+].[K+].[OH:7][C:8]1[CH:9]=[C:10]([CH:14]=[CH:15][C:16]=1[CH3:17])[C:11]([OH:13])=[O:12].[CH2:18](Br)[C:19]1[CH:24]=[CH:23][CH:22]=[CH:21][CH:20]=1. (2) Given the product [F:1][C:2]1[CH:7]=[CH:6][C:5]([C:8]2[CH:12]=[C:11]([CH2:13][N:14]3[C:15]4[C:20]([CH3:21])=[C:19]([CH3:22])[N:18]=[C:17]([N:23]([CH2:24][C:25]5[CH:30]=[CH:29][C:28]([O:31][CH3:32])=[CH:27][CH:26]=5)[CH2:33][C:34]5[CH:35]=[CH:36][C:37]([O:40][CH3:41])=[CH:38][CH:39]=5)[C:16]=4[N:42]=[CH:43]3)[O:10][N:9]=2)=[CH:4][CH:3]=1, predict the reactants needed to synthesize it. The reactants are: [F:1][C:2]1[CH:7]=[CH:6][C:5]([C:8]2[CH:12]=[C:11]([CH2:13][NH:14][C:15]3[C:20]([CH3:21])=[C:19]([CH3:22])[N:18]=[C:17]([N:23]([CH2:33][C:34]4[CH:39]=[CH:38][C:37]([O:40][CH3:41])=[CH:36][CH:35]=4)[CH2:24][C:25]4[CH:30]=[CH:29][C:28]([O:31][CH3:32])=[CH:27][CH:26]=4)[C:16]=3[NH2:42])[O:10][N:9]=2)=[CH:4][CH:3]=1.[CH:43](OCC)(OCC)OCC.Cl.Cl.N1C=CC=CC=1.